Dataset: Full USPTO retrosynthesis dataset with 1.9M reactions from patents (1976-2016). Task: Predict the reactants needed to synthesize the given product. (1) Given the product [Cl:14][C:15]1[CH:16]=[C:17]([CH:20]=[CH:21][CH:22]=1)[CH2:18][NH:19][C:3]([C:5]1[CH:13]=[C:12]2[C:8]([CH:9]=[N:10][NH:11]2)=[CH:7][CH:6]=1)=[O:4], predict the reactants needed to synthesize it. The reactants are: CO[C:3]([C:5]1[CH:13]=[C:12]2[C:8]([CH:9]=[N:10][NH:11]2)=[CH:7][CH:6]=1)=[O:4].[Cl:14][C:15]1[CH:16]=[C:17]([CH:20]=[CH:21][CH:22]=1)[CH2:18][NH2:19]. (2) Given the product [NH2:1][C:2]1[N:6]([CH3:7])[C:5](=[O:8])[C:4]([C:20]2[CH:21]=[CH:22][C:23]([O:26][CH:27]([F:29])[F:28])=[CH:24][CH:25]=2)([C:9]2[CH:14]=[CH:13][CH:12]=[C:11]([CH2:15][CH2:16][CH2:17][O:18][CH3:19])[CH:10]=2)[N:3]=1, predict the reactants needed to synthesize it. The reactants are: [NH2:1][C:2]1[N:6]([CH3:7])[C:5](=[O:8])[C:4]([C:20]2[CH:25]=[CH:24][C:23]([O:26][CH:27]([F:29])[F:28])=[CH:22][CH:21]=2)([C:9]2[CH:14]=[CH:13][CH:12]=[C:11]([C:15]#[C:16][CH2:17][O:18][CH3:19])[CH:10]=2)[N:3]=1. (3) Given the product [CH3:12][C@@H:13]1[N:18]([C:2]2[C:3]3[C@H:10]([CH3:11])[CH2:9][CH2:8][C:4]=3[N:5]=[CH:6][N:7]=2)[CH2:17][CH2:16][N:15]([C:19]([O:21][C:22]([CH3:23])([CH3:25])[CH3:24])=[O:20])[CH2:14]1, predict the reactants needed to synthesize it. The reactants are: Cl[C:2]1[C:3]2[C@H:10]([CH3:11])[CH2:9][CH2:8][C:4]=2[N:5]=[CH:6][N:7]=1.[CH3:12][C@@H:13]1[NH:18][CH2:17][CH2:16][N:15]([C:19]([O:21][C:22]([CH3:25])([CH3:24])[CH3:23])=[O:20])[CH2:14]1.C(N(C(C)C)CC)(C)C. (4) The reactants are: Br[C:2]1[CH:3]=[CH:4][C:5]([O:17][CH3:18])=[C:6]([CH:16]=1)[CH2:7][NH:8][C:9](=[O:15])[O:10][C:11]([CH3:14])([CH3:13])[CH3:12].[CH:19]([O-])=[O:20].[Na+]. Given the product [CH:19]([C:2]1[CH:3]=[CH:4][C:5]([O:17][CH3:18])=[C:6]([CH:16]=1)[CH2:7][NH:8][C:9](=[O:15])[O:10][C:11]([CH3:14])([CH3:13])[CH3:12])=[O:20], predict the reactants needed to synthesize it. (5) Given the product [CH3:24][O:23][N:21]([CH3:22])[C:19]([CH:18]1[CH2:4][CH:17]1[C:11]1[CH:12]=[C:13]([F:16])[CH:14]=[CH:15][C:10]=1[F:9])=[O:20], predict the reactants needed to synthesize it. The reactants are: [H-].[Na+].[I-].[CH3:4][S+](C)(C)=O.[F:9][C:10]1[CH:15]=[CH:14][C:13]([F:16])=[CH:12][C:11]=1[CH:17]=[CH:18][C:19]([N:21]([O:23][CH3:24])[CH3:22])=[O:20]. (6) Given the product [Cl:1][C:2]1[CH:3]=[CH:4][C:5]([O:33][CH3:34])=[C:6]([C:8]2[C:12]([NH:13][C:14]([C:16]3[CH:17]=[N:18][N:19]4[CH:24]=[CH:23][CH:22]=[N:21][C:20]=34)=[O:15])=[CH:11][N:10]([CH2:25][C:26]([OH:28])=[O:27])[N:9]=2)[CH:7]=1, predict the reactants needed to synthesize it. The reactants are: [Cl:1][C:2]1[CH:3]=[CH:4][C:5]([O:33][CH3:34])=[C:6]([C:8]2[C:12]([NH:13][C:14]([C:16]3[CH:17]=[N:18][N:19]4[CH:24]=[CH:23][CH:22]=[N:21][C:20]=34)=[O:15])=[CH:11][N:10]([CH2:25][C:26]([O:28]C(C)(C)C)=[O:27])[N:9]=2)[CH:7]=1.C(O)(C(F)(F)F)=O. (7) Given the product [C:1]([NH:5][C:6]([C:8]1[C:16]2[C:11](=[N:12][CH:13]=[C:14]([C:17]3[C:25]4[C:20](=[CH:21][C:22]([F:26])=[CH:23][CH:24]=4)[N:19]([CH2:27][C:28]([N:30]4[CH2:35][CH2:34][O:33][CH2:32][CH2:31]4)=[O:29])[N:18]=3)[N:15]=2)[NH:10][CH:9]=1)=[O:7])([CH3:4])([CH3:2])[CH3:3], predict the reactants needed to synthesize it. The reactants are: [C:1]([NH:5][C:6]([C:8]1[C:16]2[C:11](=[N:12][CH:13]=[C:14]([C:17]3[C:25]4[C:20](=[CH:21][C:22]([F:26])=[CH:23][CH:24]=4)[N:19]([CH2:27][C:28]([N:30]4[CH2:35][CH2:34][O:33][CH2:32][CH2:31]4)=[O:29])[N:18]=3)[N:15]=2)[N:10](COCC[Si](C)(C)C)[CH:9]=1)=[O:7])([CH3:4])([CH3:3])[CH3:2].FC(F)(F)C(O)=O.C(N)CN.